Dataset: NCI-60 drug combinations with 297,098 pairs across 59 cell lines. Task: Regression. Given two drug SMILES strings and cell line genomic features, predict the synergy score measuring deviation from expected non-interaction effect. (1) Drug 1: C1CN1C2=NC(=NC(=N2)N3CC3)N4CC4. Drug 2: C1CC(=O)NC(=O)C1N2CC3=C(C2=O)C=CC=C3N. Synergy scores: CSS=23.5, Synergy_ZIP=-0.603, Synergy_Bliss=0.502, Synergy_Loewe=-13.8, Synergy_HSA=-0.770. Cell line: 786-0. (2) Drug 1: CCC1(CC2CC(C3=C(CCN(C2)C1)C4=CC=CC=C4N3)(C5=C(C=C6C(=C5)C78CCN9C7C(C=CC9)(C(C(C8N6C)(C(=O)OC)O)OC(=O)C)CC)OC)C(=O)OC)O.OS(=O)(=O)O. Drug 2: CC=C1C(=O)NC(C(=O)OC2CC(=O)NC(C(=O)NC(CSSCCC=C2)C(=O)N1)C(C)C)C(C)C. Cell line: RXF 393. Synergy scores: CSS=25.2, Synergy_ZIP=-6.87, Synergy_Bliss=-2.93, Synergy_Loewe=-28.1, Synergy_HSA=-2.02.